This data is from Peptide-MHC class I binding affinity with 185,985 pairs from IEDB/IMGT. The task is: Regression. Given a peptide amino acid sequence and an MHC pseudo amino acid sequence, predict their binding affinity value. This is MHC class I binding data. (1) The peptide sequence is EYAPFARLL. The MHC is HLA-B27:03 with pseudo-sequence HLA-B27:03. The binding affinity (normalized) is 0.0847. (2) The peptide sequence is RAVEPGTVL. The MHC is HLA-B51:01 with pseudo-sequence HLA-B51:01. The binding affinity (normalized) is 0.0847. (3) The peptide sequence is LLYQTFGRK. The MHC is HLA-A68:02 with pseudo-sequence HLA-A68:02. The binding affinity (normalized) is 0.0428. (4) The peptide sequence is SSMNSDAAY. The MHC is HLA-B07:02 with pseudo-sequence HLA-B07:02. The binding affinity (normalized) is 0.0847. (5) The peptide sequence is YPKTKLTDWD. The MHC is HLA-B35:01 with pseudo-sequence HLA-B35:01. The binding affinity (normalized) is 0.336.